From a dataset of Full USPTO retrosynthesis dataset with 1.9M reactions from patents (1976-2016). Predict the reactants needed to synthesize the given product. (1) The reactants are: [Br:1][C:2]1[CH:3]=[C:4]2[C:9](=[CH:10][CH:11]=1)[N:8]=[CH:7][C:6]([C:12](=[O:15])[CH2:13][CH3:14])=[C:5]2Cl.[NH2:17][C:18]1[CH:19]=[CH:20][C:21]([N:24]2[CH2:29][CH2:28][CH2:27][CH:26]([NH:30][C:31](=[O:37])[O:32][C:33]([CH3:36])([CH3:35])[CH3:34])[CH2:25]2)=[N:22][CH:23]=1. Given the product [Br:1][C:2]1[CH:3]=[C:4]2[C:9](=[CH:10][CH:11]=1)[N:8]=[CH:7][C:6]([C:12](=[O:15])[CH2:13][CH3:14])=[C:5]2[NH:17][C:18]1[CH:19]=[CH:20][C:21]([N:24]2[CH2:29][CH2:28][CH2:27][CH:26]([NH:30][C:31](=[O:37])[O:32][C:33]([CH3:35])([CH3:34])[CH3:36])[CH2:25]2)=[N:22][CH:23]=1, predict the reactants needed to synthesize it. (2) Given the product [CH2:21]([O:27][C:28]([N:15]1[C:16]2[C:11](=[CH:10][C:9]([O:8][CH2:7][CH2:6][CH2:5][CH2:4][N:3]([CH2:1][CH3:2])[CH2:19][CH3:20])=[CH:18][CH:17]=2)[CH2:12][CH2:13][CH2:14]1)=[O:29])[CH2:22][CH2:23][CH2:24][CH2:25][CH3:26], predict the reactants needed to synthesize it. The reactants are: [CH2:1]([N:3]([CH2:19][CH3:20])[CH2:4][CH2:5][CH2:6][CH2:7][O:8][C:9]1[CH:10]=[C:11]2[C:16](=[CH:17][CH:18]=1)[NH:15][CH2:14][CH2:13][CH2:12]2)[CH3:2].[CH2:21]([O:27][C:28](Cl)=[O:29])[CH2:22][CH2:23][CH2:24][CH2:25][CH3:26]. (3) Given the product [Cl:1][C:2]1[C:3]2[N:10]([CH3:16])[CH:9]=[C:8]([C:11]([O:13][CH2:14][CH3:15])=[O:12])[C:4]=2[N:5]=[CH:6][N:7]=1, predict the reactants needed to synthesize it. The reactants are: [Cl:1][C:2]1[C:3]2[NH:10][CH:9]=[C:8]([C:11]([O:13][CH2:14][CH3:15])=[O:12])[C:4]=2[N:5]=[CH:6][N:7]=1.[CH3:16]N(C)C=O.[H-].[Na+].CI. (4) Given the product [CH2:29]([O:28][C:12]1[C:11]([C:10]2[NH:2][C:1](=[O:3])[C:4]3[C:8](=[C:7]([CH2:32][CH3:33])[N:6]([CH2:34][CH2:35][O:36][CH3:37])[N:5]=3)[N:9]=2)=[CH:16][C:15]([C:43]#[C:42][Si:39]([CH3:41])([CH3:40])[CH3:38])=[CH:14][N:13]=1)[CH2:30][CH2:44][CH3:45], predict the reactants needed to synthesize it. The reactants are: [C:1]([C:4]1[C:8]([NH:9][C:10](=O)[C:11]2[CH:16]=[C:15](S(N3CCN(CC)CC3)(=O)=O)[CH:14]=[N:13][C:12]=2[O:28][CH2:29][CH3:30])=[C:7]([CH2:32][CH3:33])[N:6]([CH2:34][CH2:35][O:36][CH3:37])[N:5]=1)(=[O:3])[NH2:2].[CH3:38][Si:39]([C:42]#[CH:43])([CH3:41])[CH3:40].[C:44](#N)[CH3:45]. (5) Given the product [Br:1][C:2]1[CH:3]=[CH:4][C:5](=[O:8])[N:6]([CH2:12][C:13]2[CH:14]=[C:15]([CH:20]=[CH:21][CH:22]=2)[C:16]([O:18][CH3:19])=[O:17])[CH:7]=1, predict the reactants needed to synthesize it. The reactants are: [Br:1][C:2]1[CH:3]=[CH:4][C:5]([OH:8])=[N:6][CH:7]=1.[H-].[Na+].Br[CH2:12][C:13]1[CH:14]=[C:15]([CH:20]=[CH:21][CH:22]=1)[C:16]([O:18][CH3:19])=[O:17]. (6) Given the product [CH:23]1[C:24]2[CH:25]=[C:12]([C:47]3[CH:46]=[CH:45][C:29]4[C:49](=[CH:50][C:26]([B:31]([OH:36])[OH:32])=[CH:27][CH:28]=4)[CH:48]=3)[C:13]3[C:18](=[CH:17][CH:16]=[CH:15][CH:14]=3)[C:19]=2[CH:20]=[CH:21][CH:22]=1, predict the reactants needed to synthesize it. The reactants are: BrC1C=C2C(C=CC([C:12]3[C:13]4[C:18]([C:19]5[CH:20]=[CH:21][CH:22]=[CH:23][C:24]=5[CH:25]=3)=[CH:17][CH:16]=[CH:15][CH:14]=4)=C2)=CC=1.[CH2:26]([Li])[CH2:27][CH2:28][CH3:29].[B:31](OC(C)C)([O:36]C(C)C)[O:32]C(C)C.Cl.[CH3:45][CH2:46][CH2:47][CH2:48][CH2:49][CH3:50]. (7) Given the product [NH2:19][C:16]1[CH:17]=[CH:18][C:13]([NH:20][C:8](=[O:10])[C:7]2[CH:6]=[CH:5][C:4]([N+:1]([O-:3])=[O:2])=[CH:12][CH:11]=2)=[CH:14][CH:15]=1, predict the reactants needed to synthesize it. The reactants are: [N+:1]([C:4]1[CH:12]=[CH:11][C:7]([C:8]([OH:10])=O)=[CH:6][CH:5]=1)([O-:3])=[O:2].[C:13]1([NH2:20])[CH:18]=[CH:17][C:16]([NH2:19])=[CH:15][CH:14]=1.CN(C(ON1N=NC2C=CC=NC1=2)=[N+](C)C)C.F[P-](F)(F)(F)(F)F.CCN(C(C)C)C(C)C.